This data is from NCI-60 drug combinations with 297,098 pairs across 59 cell lines. The task is: Regression. Given two drug SMILES strings and cell line genomic features, predict the synergy score measuring deviation from expected non-interaction effect. (1) Drug 1: C(=O)(N)NO. Drug 2: CS(=O)(=O)OCCCCOS(=O)(=O)C. Cell line: BT-549. Synergy scores: CSS=9.25, Synergy_ZIP=-4.54, Synergy_Bliss=0.428, Synergy_Loewe=-2.03, Synergy_HSA=0.151. (2) Drug 1: C1=C(C(=O)NC(=O)N1)N(CCCl)CCCl. Drug 2: CCC(=C(C1=CC=CC=C1)C2=CC=C(C=C2)OCCN(C)C)C3=CC=CC=C3.C(C(=O)O)C(CC(=O)O)(C(=O)O)O. Cell line: HCC-2998. Synergy scores: CSS=4.18, Synergy_ZIP=-0.954, Synergy_Bliss=-0.445, Synergy_Loewe=-3.63, Synergy_HSA=-2.31. (3) Drug 1: CCN(CC)CCNC(=O)C1=C(NC(=C1C)C=C2C3=C(C=CC(=C3)F)NC2=O)C. Synergy scores: CSS=-0.895, Synergy_ZIP=-0.215, Synergy_Bliss=-1.79, Synergy_Loewe=-2.87, Synergy_HSA=-3.54. Cell line: NCI-H322M. Drug 2: N.N.Cl[Pt+2]Cl. (4) Drug 1: CS(=O)(=O)C1=CC(=C(C=C1)C(=O)NC2=CC(=C(C=C2)Cl)C3=CC=CC=N3)Cl. Drug 2: C1C(C(OC1N2C=C(C(=O)NC2=O)F)CO)O. Cell line: SR. Synergy scores: CSS=28.3, Synergy_ZIP=-23.5, Synergy_Bliss=-44.9, Synergy_Loewe=-56.1, Synergy_HSA=-40.5.